Task: Predict the reactants needed to synthesize the given product.. Dataset: Full USPTO retrosynthesis dataset with 1.9M reactions from patents (1976-2016) (1) Given the product [C:23]([O:22][C:20](=[O:19])[NH:18][C:14]1[C:13]([C:9]2[N:10]([CH2:11][CH3:12])[C:3]3[C:2]([Br:1])=[CH:7][N:6]=[CH:5][C:4]=3[N:8]=2)=[N:17][O:16][N:15]=1)([CH3:26])([CH3:25])[CH3:24], predict the reactants needed to synthesize it. The reactants are: [Br:1][C:2]1[C:3]2[N:10]([CH2:11][CH3:12])[C:9]([C:13]3[C:14]([NH2:18])=[N:15][O:16][N:17]=3)=[N:8][C:4]=2[CH:5]=[N:6][CH:7]=1.[O:19](C(OC(C)(C)C)=O)[C:20]([O:22][C:23]([CH3:26])([CH3:25])[CH3:24])=O. (2) Given the product [Br:1][C:2]1[CH:25]=[C:5]2[N:6]=[C:7]([CH3:24])[C:8]([C@H:18]([O:23][C:8]([CH3:18])([CH3:9])[CH3:7])[C:19]([O:21][CH3:22])=[O:20])=[C:9]([N:10]3[CH2:15][CH2:14][C:13]([CH3:17])([CH3:16])[CH2:12][CH2:11]3)[N:4]2[N:3]=1, predict the reactants needed to synthesize it. The reactants are: [Br:1][C:2]1[CH:25]=[C:5]2[N:6]=[C:7]([CH3:24])[C:8]([C@H:18]([OH:23])[C:19]([O:21][CH3:22])=[O:20])=[C:9]([N:10]3[CH2:15][CH2:14][C:13]([CH3:17])([CH3:16])[CH2:12][CH2:11]3)[N:4]2[N:3]=1.Cl(O)(=O)(=O)=O.C([O-])(O)=O.[Na+]. (3) Given the product [CH3:18][O:17][C@@H:5]([CH2:6][C:7]1[CH:8]=[CH:9][C:10]([C:13]#[C:14][CH2:15][O:33][C:30]2[CH:31]=[CH:32][C:27]([O:26][C:25]3[CH:34]=[CH:35][C:22]([C:21]([F:20])([F:36])[F:37])=[CH:23][CH:24]=3)=[CH:28][CH:29]=2)=[CH:11][CH:12]=1)[C:4]([OH:3])=[O:19], predict the reactants needed to synthesize it. The reactants are: C([O:3][C:4](=[O:19])[C@@H:5]([O:17][CH3:18])[CH2:6][C:7]1[CH:12]=[CH:11][C:10]([C:13]#[C:14][CH2:15]Cl)=[CH:9][CH:8]=1)C.[F:20][C:21]([F:37])([F:36])[C:22]1[CH:35]=[CH:34][C:25]([O:26][C:27]2[CH:32]=[CH:31][C:30]([OH:33])=[CH:29][CH:28]=2)=[CH:24][CH:23]=1. (4) Given the product [N:1]([C:2]1[CH:9]=[CH:8][C:5]([C:6]#[N:7])=[C:4]([C:10]([F:11])([F:12])[F:13])[CH:3]=1)=[C:15]=[S:16], predict the reactants needed to synthesize it. The reactants are: [NH2:1][C:2]1[CH:9]=[CH:8][C:5]([C:6]#[N:7])=[C:4]([C:10]([F:13])([F:12])[F:11])[CH:3]=1.O.[C:15](Cl)(Cl)=[S:16].